Dataset: NCI-60 drug combinations with 297,098 pairs across 59 cell lines. Task: Regression. Given two drug SMILES strings and cell line genomic features, predict the synergy score measuring deviation from expected non-interaction effect. (1) Drug 1: COC1=NC(=NC2=C1N=CN2C3C(C(C(O3)CO)O)O)N. Drug 2: C#CCC(CC1=CN=C2C(=N1)C(=NC(=N2)N)N)C3=CC=C(C=C3)C(=O)NC(CCC(=O)O)C(=O)O. Cell line: HL-60(TB). Synergy scores: CSS=84.2, Synergy_ZIP=-2.33, Synergy_Bliss=-7.05, Synergy_Loewe=-3.63, Synergy_HSA=-3.69. (2) Drug 1: C1=CN(C=N1)CC(O)(P(=O)(O)O)P(=O)(O)O. Drug 2: C1CCC(C(C1)N)N.C(=O)(C(=O)[O-])[O-].[Pt+4]. Cell line: UO-31. Synergy scores: CSS=9.27, Synergy_ZIP=-3.74, Synergy_Bliss=-1.79, Synergy_Loewe=-3.67, Synergy_HSA=-0.288. (3) Drug 1: C1C(C(OC1N2C=C(C(=O)NC2=O)F)CO)O. Drug 2: CC1CCC2CC(C(=CC=CC=CC(CC(C(=O)C(C(C(=CC(C(=O)CC(OC(=O)C3CCCCN3C(=O)C(=O)C1(O2)O)C(C)CC4CCC(C(C4)OC)OCCO)C)C)O)OC)C)C)C)OC. Cell line: BT-549. Synergy scores: CSS=13.2, Synergy_ZIP=-3.74, Synergy_Bliss=3.35, Synergy_Loewe=-6.60, Synergy_HSA=-0.117. (4) Drug 1: C1=CC(=CC=C1C#N)C(C2=CC=C(C=C2)C#N)N3C=NC=N3. Drug 2: CCCCC(=O)OCC(=O)C1(CC(C2=C(C1)C(=C3C(=C2O)C(=O)C4=C(C3=O)C=CC=C4OC)O)OC5CC(C(C(O5)C)O)NC(=O)C(F)(F)F)O. Cell line: UACC-257. Synergy scores: CSS=66.2, Synergy_ZIP=1.77, Synergy_Bliss=1.38, Synergy_Loewe=-1.11, Synergy_HSA=-0.359. (5) Drug 1: CCCS(=O)(=O)NC1=C(C(=C(C=C1)F)C(=O)C2=CNC3=C2C=C(C=N3)C4=CC=C(C=C4)Cl)F. Drug 2: CC1CCC2CC(C(=CC=CC=CC(CC(C(=O)C(C(C(=CC(C(=O)CC(OC(=O)C3CCCCN3C(=O)C(=O)C1(O2)O)C(C)CC4CCC(C(C4)OC)O)C)C)O)OC)C)C)C)OC. Cell line: U251. Synergy scores: CSS=35.3, Synergy_ZIP=4.30, Synergy_Bliss=8.43, Synergy_Loewe=-6.07, Synergy_HSA=10.00. (6) Drug 1: CC1=C2C(C(=O)C3(C(CC4C(C3C(C(C2(C)C)(CC1OC(=O)C(C(C5=CC=CC=C5)NC(=O)C6=CC=CC=C6)O)O)OC(=O)C7=CC=CC=C7)(CO4)OC(=O)C)O)C)OC(=O)C. Drug 2: CN1C2=C(C=C(C=C2)N(CCCl)CCCl)N=C1CCCC(=O)O.Cl. Cell line: OVCAR-4. Synergy scores: CSS=13.9, Synergy_ZIP=-4.78, Synergy_Bliss=2.16, Synergy_Loewe=-16.8, Synergy_HSA=2.03. (7) Drug 1: C1C(C(OC1N2C=C(C(=O)NC2=O)F)CO)O. Drug 2: CC1=C(N=C(N=C1N)C(CC(=O)N)NCC(C(=O)N)N)C(=O)NC(C(C2=CN=CN2)OC3C(C(C(C(O3)CO)O)O)OC4C(C(C(C(O4)CO)O)OC(=O)N)O)C(=O)NC(C)C(C(C)C(=O)NC(C(C)O)C(=O)NCCC5=NC(=CS5)C6=NC(=CS6)C(=O)NCCC[S+](C)C)O. Cell line: SK-MEL-2. Synergy scores: CSS=43.8, Synergy_ZIP=2.14, Synergy_Bliss=-1.10, Synergy_Loewe=-1.94, Synergy_HSA=1.23.